From a dataset of Forward reaction prediction with 1.9M reactions from USPTO patents (1976-2016). Predict the product of the given reaction. The product is: [CH3:1][O:2][C:3](=[O:14])[C:4]1[CH:9]=[CH:8][C:7]([N:15]2[CH2:21][CH2:20][CH2:19][CH:16]2[CH2:17][OH:18])=[CH:6][C:5]=1[N+:11]([O-:13])=[O:12]. Given the reactants [CH3:1][O:2][C:3](=[O:14])[C:4]1[CH:9]=[CH:8][C:7](Cl)=[CH:6][C:5]=1[N+:11]([O-:13])=[O:12].[NH:15]1[CH2:21][CH2:20][CH2:19][C@H:16]1[CH2:17][OH:18].CN1CCCC1=O.C(OCC)(=O)C, predict the reaction product.